Dataset: Peptide-MHC class I binding affinity with 185,985 pairs from IEDB/IMGT. Task: Regression. Given a peptide amino acid sequence and an MHC pseudo amino acid sequence, predict their binding affinity value. This is MHC class I binding data. The peptide sequence is SPTEMVDVSM. The MHC is HLA-B35:01 with pseudo-sequence HLA-B35:01. The binding affinity (normalized) is 0.666.